From a dataset of Full USPTO retrosynthesis dataset with 1.9M reactions from patents (1976-2016). Predict the reactants needed to synthesize the given product. The reactants are: C(O[C:6]([NH:8][C@H:9]([C:14]([OH:16])=O)[CH2:10][CH:11]([CH3:13])C)=O)(C)(C)C.[F:17][C:18]([F:38])([F:37])[C:19]1[CH:24]=[CH:23][C:22]([S:25]([N:28]2[CH2:32][C@@H:31]3[C@@H:33]([NH2:36])[CH2:34][CH2:35][C@@H:30]3[CH2:29]2)(=[O:27])=[O:26])=[CH:21][CH:20]=1.[CH2:39](N1C[C@@H]2[C@@H](N)CC[C@@H]2C1)[C:40]1[CH:45]=CC=C[CH:41]=1. Given the product [CH2:6]([NH:8][C@H:9]([C:14]([NH:36][C@@H:33]1[C@@H:31]2[C@@H:30]([CH2:29][N:28]([S:25]([C:22]3[CH:21]=[CH:20][C:19]([C:18]([F:17])([F:37])[F:38])=[CH:24][CH:23]=3)(=[O:26])=[O:27])[CH2:32]2)[CH2:35][CH2:34]1)=[O:16])[CH2:10][CH2:11][CH3:13])[C:40]([CH3:45])([CH3:41])[CH3:39], predict the reactants needed to synthesize it.